Dataset: Forward reaction prediction with 1.9M reactions from USPTO patents (1976-2016). Task: Predict the product of the given reaction. Given the reactants [CH3:1][O:2][C:3](=[O:32])[CH2:4][CH2:5][CH2:6][N:7]([CH2:9][CH2:10][CH2:11][CH2:12][NH:13][C:14]1[CH:19]=[CH:18][CH:17]=[CH:16][C:15]=1[S:20](=[O:31])(=[O:30])[NH:21][C:22]([C@@:24]1([NH2:29])[CH2:26][C@H:25]1[CH:27]=[CH2:28])=[O:23])[CH3:8].[C:33]([O:37][C:38]([N:40]1[CH2:44][C@H:43]([O:45][C:46]2[C:55]3[C:50](=[CH:51][C:52]([O:56][CH3:57])=[CH:53][CH:54]=3)[N:49]=[C:48]([C:58]3[N:59]=[C:60]([NH:63][CH:64]([CH3:66])[CH3:65])[S:61][CH:62]=3)[CH:47]=2)[CH2:42][C@H:41]1[C:67](O)=[O:68])=[O:39])([CH3:36])([CH3:35])[CH3:34].CN(C(ON1N=NC2C=CC=NC1=2)=[N+](C)C)C.F[P-](F)(F)(F)(F)F.CCN(C(C)C)C(C)C, predict the reaction product. The product is: [C:33]([O:37][C:38]([N:40]1[CH2:44][C@H:43]([O:45][C:46]2[C:55]3[C:50](=[CH:51][C:52]([O:56][CH3:57])=[CH:53][CH:54]=3)[N:49]=[C:48]([C:58]3[N:59]=[C:60]([NH:63][CH:64]([CH3:65])[CH3:66])[S:61][CH:62]=3)[CH:47]=2)[CH2:42][C@H:41]1[C:67](=[O:68])[NH:29][C@:24]1([C:22]([NH:21][S:20]([C:15]2[CH:16]=[CH:17][CH:18]=[CH:19][C:14]=2[NH:13][CH2:12][CH2:11][CH2:10][CH2:9][N:7]([CH2:6][CH2:5][CH2:4][C:3]([O:2][CH3:1])=[O:32])[CH3:8])(=[O:31])=[O:30])=[O:23])[CH2:26][C@H:25]1[CH:27]=[CH2:28])=[O:39])([CH3:36])([CH3:34])[CH3:35].